This data is from Full USPTO retrosynthesis dataset with 1.9M reactions from patents (1976-2016). The task is: Predict the reactants needed to synthesize the given product. (1) Given the product [OH:8][C:7]1[CH:2]=[CH:3][C:4]([CH:9]=[CH:10][C:11]([OH:13])=[O:12])=[CH:5][C:6]=1[C:24]1[C:23]([O:22][CH2:21][C:20]2[CH:40]=[CH:41][C:17]([Cl:16])=[CH:18][CH:19]=2)=[CH:32][C:31]2[C:30]([CH3:34])([CH3:33])[CH2:29][CH2:28][C:27]([CH3:36])([CH3:35])[C:26]=2[CH:25]=1, predict the reactants needed to synthesize it. The reactants are: Br[C:2]1[CH:3]=[C:4]([CH:9]=[CH:10][C:11]([O:13]CC)=[O:12])[CH:5]=[CH:6][C:7]=1[OH:8].[Cl:16][C:17]1[CH:41]=[CH:40][C:20]([CH2:21][O:22][C:23]2[C:24](B(O)O)=[CH:25][C:26]3[C:27]([CH3:36])([CH3:35])[CH2:28][CH2:29][C:30]([CH3:34])([CH3:33])[C:31]=3[CH:32]=2)=[CH:19][CH:18]=1. (2) Given the product [NH2:41][C:5]1[CH:9]=[CH:10][C:2]([CH3:1])=[C:3]([C:11]2[CH:12]=[C:13]3[C:17](=[CH:18][CH:19]=2)[C:16](=[O:44])[N:15]([C:21]2[CH:22]=[CH:23][CH:24]=[CH:25][CH:26]=2)[CH2:14]3)[CH:4]=1, predict the reactants needed to synthesize it. The reactants are: [CH3:1][C:2]1[CH:10]=[CH:9][C:5](C(O)=O)=[CH:4][C:3]=1[C:11]1[CH:12]=[C:13]2[C:17](=[CH:18][CH:19]=1)[C:16](=O)[N:15]([C:21]1[CH:26]=[CH:25][CH:24]=[CH:23][CH:22]=1)[CH2:14]2.C1(P([N:41]=[N+]=[N-])(C2C=CC=CC=2)=O)C=CC=CC=1.[OH2:44]. (3) Given the product [ClH:35].[F:1][C:2]1[CH:31]=[CH:30][CH:29]=[C:28]([F:32])[C:3]=1[CH2:4][O:5][C:6]1[C:7]2[N:8]([C:12]([C:16]([NH:18][C@H:19]([C:24]([OH:26])=[O:25])[CH2:20][CH2:21][CH2:22][CH3:23])=[O:17])=[C:13]([CH3:15])[N:14]=2)[CH:9]=[CH:10][CH:11]=1, predict the reactants needed to synthesize it. The reactants are: [F:1][C:2]1[CH:31]=[CH:30][CH:29]=[C:28]([F:32])[C:3]=1[CH2:4][O:5][C:6]1[C:7]2[N:8]([C:12]([C:16]([NH:18][C@@H:19]([C:24]([O:26]C)=[O:25])[CH2:20][CH2:21][CH2:22][CH3:23])=[O:17])=[C:13]([CH3:15])[N:14]=2)[CH:9]=[CH:10][CH:11]=1.[OH-].[Li+].[ClH:35].